This data is from CYP3A4 inhibition data for predicting drug metabolism from PubChem BioAssay. The task is: Regression/Classification. Given a drug SMILES string, predict its absorption, distribution, metabolism, or excretion properties. Task type varies by dataset: regression for continuous measurements (e.g., permeability, clearance, half-life) or binary classification for categorical outcomes (e.g., BBB penetration, CYP inhibition). Dataset: cyp3a4_veith. (1) The drug is CCC(=O)O[C@@]1(C(=O)SCF)[C@@H](C)C[C@H]2[C@@H]3C[C@@H](F)C4=CC(=O)C=C[C@@]4(C)[C@]3(F)[C@@H](O)C[C@]21C. The result is 1 (inhibitor). (2) The drug is CC(C)OC(=O)c1cc2ccccc2oc1=O. The result is 0 (non-inhibitor). (3) The drug is COC(=O)Cn1cnc(=O)c(C#N)c1/C=C/N(C)C. The result is 0 (non-inhibitor). (4) The drug is COc1ccc(Oc2ncc3nc(-c4ccc(Cl)cc4)c(=O)n(C[C@H]4CCCO4)c3n2)cc1. The result is 1 (inhibitor).